From a dataset of Catalyst prediction with 721,799 reactions and 888 catalyst types from USPTO. Predict which catalyst facilitates the given reaction. (1) Reactant: [Cl:1][C:2]1[CH:7]=[C:6]([NH2:8])[CH:5]=[C:4]([O:9]CC)[N:3]=1.[Cl-].[Cl-].[Cl-].[Al+3]. Product: [NH2:8][C:6]1[CH:7]=[C:2]([Cl:1])[NH:3][C:4](=[O:9])[CH:5]=1. The catalyst class is: 11. (2) Reactant: [C:1]([O:5][C:6]([NH:8][C:9]([CH3:15])([CH3:14])[CH2:10][C:11]([OH:13])=O)=[O:7])([CH3:4])([CH3:3])[CH3:2].O[NH:17][C:18](=[NH:25])[C:19]1[CH:24]=[CH:23][CH:22]=[CH:21][CH:20]=1.C(OCC)(=O)C.CCCCCCC. Product: [CH3:14][C:9]([NH:8][C:6](=[O:7])[O:5][C:1]([CH3:2])([CH3:3])[CH3:4])([CH3:15])[CH2:10][C:11]1[O:13][N:25]=[C:18]([C:19]2[CH:24]=[CH:23][CH:22]=[CH:21][CH:20]=2)[N:17]=1. The catalyst class is: 3. (3) Reactant: [N+:1]([C:4]1[CH:10]=[CH:9][CH:8]=[C:7]([C:11]2[CH:16]=[CH:15][N:14]=[CH:13][CH:12]=2)[C:5]=1[NH2:6])([O-])=O. Product: [N:14]1[CH:13]=[CH:12][C:11]([C:7]2[CH:8]=[CH:9][CH:10]=[C:4]([NH2:1])[C:5]=2[NH2:6])=[CH:16][CH:15]=1. The catalyst class is: 99.